The task is: Predict the product of the given reaction.. This data is from Forward reaction prediction with 1.9M reactions from USPTO patents (1976-2016). (1) Given the reactants [CH:1]1([NH2:6])[CH2:5][CH2:4][CH2:3][CH2:2]1.C(N(CC)CC)C.Cl[C:15]1[N:20]2[N:21]=[CH:22][N:23]=[C:19]2[N:18]=[C:17]([C:24]([F:27])([F:26])[F:25])[C:16]=1[CH2:28][CH2:29][CH3:30], predict the reaction product. The product is: [CH:1]1([NH:6][C:15]2[N:20]3[N:21]=[CH:22][N:23]=[C:19]3[N:18]=[C:17]([C:24]([F:26])([F:27])[F:25])[C:16]=2[CH2:28][CH2:29][CH3:30])[CH2:5][CH2:4][CH2:3][CH2:2]1. (2) Given the reactants C1N=CN(C(N2C=NC=C2)=O)C=1.[CH2:13]([O:17][CH2:18][C:19]([OH:21])=O)[CH2:14][CH2:15][CH3:16].[N:22]1([CH2:27][C:28]2[CH:33]=[CH:32][C:31]([C:34]3[CH:38]=[C:37]([CH2:39][CH:40]([CH3:42])[CH3:41])[S:36][C:35]=3[S:43]([NH2:46])(=[O:45])=[O:44])=[CH:30][CH:29]=2)[CH:26]=[CH:25][N:24]=[CH:23]1.C1CCN2C(=NCCC2)CC1, predict the reaction product. The product is: [CH2:13]([O:17][CH2:18][C:19]([NH:46][S:43]([C:35]1[S:36][C:37]([CH2:39][CH:40]([CH3:42])[CH3:41])=[CH:38][C:34]=1[C:31]1[CH:30]=[CH:29][C:28]([CH2:27][N:22]2[CH:26]=[CH:25][N:24]=[CH:23]2)=[CH:33][CH:32]=1)(=[O:44])=[O:45])=[O:21])[CH2:14][CH2:15][CH3:16].